This data is from Forward reaction prediction with 1.9M reactions from USPTO patents (1976-2016). The task is: Predict the product of the given reaction. (1) The product is: [Cl:1][C:2]1[CH:3]=[C:4]([NH:9][C:10]2[C:19]3[C:14](=[CH:15][C:16]([O:21][CH2:22][CH2:23][CH2:24][N:25]4[CH2:26][CH2:27][O:28][CH2:29][CH2:30]4)=[C:17]([NH:20][C:49](=[O:50])[CH:48]=[CH:47][CH2:46][N:40]4[CH2:45][CH2:44][CH2:43][CH2:42][CH2:41]4)[CH:18]=3)[N:13]=[CH:12][N:11]=2)[CH:5]=[CH:6][C:7]=1[F:8]. Given the reactants [Cl:1][C:2]1[CH:3]=[C:4]([NH:9][C:10]2[C:19]3[C:14](=[CH:15][C:16]([O:21][CH2:22][CH2:23][CH2:24][N:25]4[CH2:30][CH2:29][O:28][CH2:27][CH2:26]4)=[C:17]([NH2:20])[CH:18]=3)[N:13]=[CH:12][N:11]=2)[CH:5]=[CH:6][C:7]=1[F:8].CCN(C(C)C)C(C)C.[N:40]1([CH2:46][CH:47]=[CH:48][C:49](Cl)=[O:50])[CH2:45][CH2:44][CH2:43][CH2:42][CH2:41]1, predict the reaction product. (2) Given the reactants [NH2:1][C:2]1[C:11]2[N:12]=[C:13]([CH2:23][O:24][CH2:25][CH3:26])[N:14]([CH2:15][C:16]([NH:19][C:20](=[O:22])[CH3:21])([CH3:18])[CH3:17])[C:10]=2[C:9]2[CH:8]=[CH:7][C:6]([O:27]CC3C=CC=CC=3)=[CH:5][C:4]=2[N:3]=1.[H][H], predict the reaction product. The product is: [NH2:1][C:2]1[C:11]2[N:12]=[C:13]([CH2:23][O:24][CH2:25][CH3:26])[N:14]([CH2:15][C:16]([NH:19][C:20](=[O:22])[CH3:21])([CH3:18])[CH3:17])[C:10]=2[C:9]2[CH:8]=[CH:7][C:6]([OH:27])=[CH:5][C:4]=2[N:3]=1. (3) Given the reactants C[O:2][C:3]([C@@H:5]1[CH2:9][C@H:8]([NH:10][C:11]2[CH:16]=[CH:15][CH:14]=[C:13]([Cl:17])[CH:12]=2)[CH2:7][N:6]1[C:18]([O:20][C:21]([CH3:24])([CH3:23])[CH3:22])=[O:19])=[O:4].O[Li].O, predict the reaction product. The product is: [C:21]([O:20][C:18]([N:6]1[CH2:7][C@@H:8]([NH:10][C:11]2[CH:16]=[CH:15][CH:14]=[C:13]([Cl:17])[CH:12]=2)[CH2:9][C@H:5]1[C:3]([OH:4])=[O:2])=[O:19])([CH3:24])([CH3:22])[CH3:23]. (4) Given the reactants [Br-].O[C@@H]1CCC[N+](CC(=O)NC2C=CON=2)(C)C1.[CH3:19][N:20]1[CH2:25][CH2:24][CH:23]([OH:26])[CH2:22][CH2:21]1.[Br:27]CC(NC1C=CON=1)=O.[O:37]([CH2:44][CH2:45]Br)[C:38]1[CH:43]=[CH:42][CH:41]=[CH:40][CH:39]=1, predict the reaction product. The product is: [Br-:27].[OH:26][CH:23]1[CH2:24][CH2:25][N+:20]([CH3:19])([CH2:45][CH2:44][O:37][C:38]2[CH:43]=[CH:42][CH:41]=[CH:40][CH:39]=2)[CH2:21][CH2:22]1. (5) Given the reactants [NH2:1][C:2]1[CH:7]=[CH:6][N:5]=[C:4]([Cl:8])[CH:3]=1.C1C(=O)N([Br:16])C(=O)C1, predict the reaction product. The product is: [NH2:1][C:2]1[CH:7]=[CH:6][N:5]=[C:4]([Cl:8])[C:3]=1[Br:16]. (6) Given the reactants [N:1]12[CH2:7][C:4]([C:8]([C:16]3[CH:21]=[CH:20][CH:19]=[CH:18][CH:17]=3)([C:10]3[CH:15]=[CH:14][CH:13]=[CH:12][CH:11]=3)[OH:9])([CH2:5][CH2:6]1)[CH2:3][CH2:2]2.CC#N.[Br:25][CH2:26][CH2:27][C:28]1[CH:33]=[CH:32][CH:31]=[CH:30][CH:29]=1, predict the reaction product. The product is: [Br-:25].[OH:9][C:8]([C:16]1[CH:21]=[CH:20][CH:19]=[CH:18][CH:17]=1)([C:10]1[CH:15]=[CH:14][CH:13]=[CH:12][CH:11]=1)[C:4]12[CH2:7][N+:1]([CH2:26][CH2:27][C:28]3[CH:33]=[CH:32][CH:31]=[CH:30][CH:29]=3)([CH2:6][CH2:5]1)[CH2:2][CH2:3]2.